Task: Predict which catalyst facilitates the given reaction.. Dataset: Catalyst prediction with 721,799 reactions and 888 catalyst types from USPTO Reactant: [CH3:1][O:2][C:3]1[CH:8]=[CH:7][C:6]([C:9](=[O:11])[CH3:10])=[CH:5][CH:4]=1.[N:12]([O-])=O.[Na+]. Product: [CH3:10][C:9]([C:6]1[CH:7]=[CH:8][C:3]([O:2][CH3:1])=[C:4]([NH2:12])[CH:5]=1)=[O:11]. The catalyst class is: 65.